From a dataset of NCI-60 drug combinations with 297,098 pairs across 59 cell lines. Regression. Given two drug SMILES strings and cell line genomic features, predict the synergy score measuring deviation from expected non-interaction effect. Drug 1: C1CCC(CC1)NC(=O)N(CCCl)N=O. Drug 2: CN(CC1=CN=C2C(=N1)C(=NC(=N2)N)N)C3=CC=C(C=C3)C(=O)NC(CCC(=O)O)C(=O)O. Synergy scores: CSS=3.75, Synergy_ZIP=4.34, Synergy_Bliss=5.64, Synergy_Loewe=-19.8, Synergy_HSA=-3.38. Cell line: MDA-MB-435.